This data is from Full USPTO retrosynthesis dataset with 1.9M reactions from patents (1976-2016). The task is: Predict the reactants needed to synthesize the given product. (1) Given the product [CH3:40][N:35]1[CH2:36][CH2:37][N:38]([CH3:39])[CH:33]([C:30]2[CH:31]=[CH:32][C:27]([NH:26][C:22]3[N:21]=[CH:20][C:19]4=[CH:18][CH:17]=[C:16]([C:12]5[CH:13]=[CH:14][CH:15]=[C:10]([S:7]([N:1]6[CH2:2][CH2:3][O:4][CH2:5][CH2:6]6)(=[O:9])=[O:8])[CH:11]=5)[N:24]4[N:23]=3)=[CH:28][CH:29]=2)[C:34]1=[O:41], predict the reactants needed to synthesize it. The reactants are: [N:1]1([S:7]([C:10]2[CH:11]=[C:12]([C:16]3[N:24]4[C:19]([CH:20]=[N:21][C:22](O)=[N:23]4)=[CH:18][CH:17]=3)[CH:13]=[CH:14][CH:15]=2)(=[O:9])=[O:8])[CH2:6][CH2:5][O:4][CH2:3][CH2:2]1.[NH2:26][C:27]1[CH:32]=[CH:31][C:30]([CH:33]2[N:38]([CH3:39])[CH2:37][CH2:36][N:35]([CH3:40])[C:34]2=[O:41])=[CH:29][CH:28]=1. (2) Given the product [C:1]1([S:7]([C:10]2[C:15](=[N:16][C:29](=[O:31])[CH3:30])[N:14]3[CH:17]=[CH:18][CH:19]=[CH:20][C:13]3=[N:12][C:11]=2[S:21][CH3:22])(=[O:9])=[O:8])[CH:2]=[CH:3][CH:4]=[CH:5][CH:6]=1, predict the reactants needed to synthesize it. The reactants are: [C:1]1([S:7]([C:10]2[C:15](=[NH:16])[N:14]3[CH:17]=[CH:18][CH:19]=[CH:20][C:13]3=[N:12][C:11]=2[S:21][CH3:22])(=[O:9])=[O:8])[CH:6]=[CH:5][CH:4]=[CH:3][CH:2]=1.N1C=CC=CC=1.[C:29](Cl)(=[O:31])[CH3:30].